From a dataset of Reaction yield outcomes from USPTO patents with 853,638 reactions. Predict the reaction yield, written as a fraction of the theoretical maximum amount of product (1.0 means a 100% yield; for example, 0.34 means a 34% yield). (1) The reactants are [OH:1][C:2]1[CH:3]=[C:4]([CH:9]=[C:10]([OH:13])[C:11]=1[OH:12])[C:5]([O:7][CH3:8])=[O:6]. The catalyst is C(O)CCCCCCC. The product is [OH:1][C:2]1[CH:3]=[C:4]([CH:9]=[C:10]([OH:13])[C:11]=1[OH:12])[C:5]([O:7][CH2:8][CH2:5][CH2:4][CH2:3][CH2:2][CH2:11][CH2:10][CH3:9])=[O:6]. The yield is 0.460. (2) The reactants are [CH3:1][O:2][C:3]1[CH:8]=[C:7](F)[C:6]([Cl:10])=[CH:5][C:4]=1[N+:11]([O-:13])=[O:12].Cl.[CH3:15][S:16]([CH2:19][CH2:20][N:21]1[CH2:26][CH2:25][NH:24][CH2:23][CH2:22]1)(=[O:18])=[O:17].C([O-])([O-])=O.[K+].[K+].CS(C)=O. The catalyst is O. The product is [Cl:10][C:6]1[CH:5]=[C:4]([N+:11]([O-:13])=[O:12])[C:3]([O:2][CH3:1])=[CH:8][C:7]=1[N:24]1[CH2:23][CH2:22][N:21]([CH2:20][CH2:19][S:16]([CH3:15])(=[O:17])=[O:18])[CH2:26][CH2:25]1. The yield is 0.910. (3) The reactants are Cl[C:2]1[N:11]=[CH:10][C:9]2[N:8]3[CH:12]=[N:13][N:14]=[C:7]3[C@@H:6]([CH2:15][CH3:16])[N:5]([CH:17]3[CH2:21][CH2:20][CH2:19][CH2:18]3)[C:4]=2[N:3]=1.[NH2:22][C:23]1[CH:32]=[CH:31][C:26]([C:27]([NH:29][CH3:30])=[O:28])=[CH:25][C:24]=1[O:33][CH3:34].Cl.C([O-])(O)=O.[Na+]. The catalyst is C(O)C.O. The product is [CH:17]1([N:5]2[C:4]3[N:3]=[C:2]([NH:22][C:23]4[CH:32]=[CH:31][C:26]([C:27]([NH:29][CH3:30])=[O:28])=[CH:25][C:24]=4[O:33][CH3:34])[N:11]=[CH:10][C:9]=3[N:8]3[CH:12]=[N:13][N:14]=[C:7]3[C@H:6]2[CH2:15][CH3:16])[CH2:21][CH2:20][CH2:19][CH2:18]1. The yield is 0.780. (4) The reactants are [Br:1][C:2]1[CH:11]=[CH:10][CH:9]=[C:8]2[C:3]=1[CH:4]=[CH:5][C:6]([O:49][CH3:50])=[C:7]2[CH2:12][N:13]1[C:19](=[O:20])[C@@H:18]([NH:21][C:22](=[O:34])[C@@H:23]([N:25](C)[C:26](=O)OC(C)(C)C)[CH3:24])[C@H:17]([CH3:35])[N:16]([C:36](=[O:42])[CH2:37][S:38]([CH3:41])(=[O:40])=[O:39])[C:15]2[CH:43]=[C:44]([C:47]#[N:48])[CH:45]=[CH:46][C:14]1=2.[C:51]([OH:57])([C:53]([F:56])([F:55])[F:54])=[O:52]. The catalyst is C(Cl)Cl. The product is [F:54][C:53]([F:56])([F:55])[C:51]([OH:57])=[O:52].[Br:1][C:2]1[CH:11]=[CH:10][CH:9]=[C:8]2[C:3]=1[CH:4]=[CH:5][C:6]([O:49][CH3:50])=[C:7]2[CH2:12][N:13]1[C:19](=[O:20])[C@@H:18]([NH:21][C:22](=[O:34])[C@@H:23]([NH:25][CH3:26])[CH3:24])[C@H:17]([CH3:35])[N:16]([C:36](=[O:42])[CH2:37][S:38]([CH3:41])(=[O:40])=[O:39])[C:15]2[CH:43]=[C:44]([C:47]#[N:48])[CH:45]=[CH:46][C:14]1=2. The yield is 0.930. (5) The reactants are C(N(CC)CC)C.[C:8]1(B(O)O)[CH:13]=[CH:12][CH:11]=[CH:10][CH:9]=1.[O:17]=[C:18]1[C:27]([C:28]#[N:29])=[C:26]([N:30]2[CH2:35][CH2:34][N:33]([C:36]([C:38]3[S:39][CH:40]=[CH:41][CH:42]=3)=[O:37])[CH2:32][CH2:31]2)[C:25]2[C:20](=[CH:21][CH:22]=[CH:23][CH:24]=2)[NH:19]1. The catalyst is ClCCl. The product is [O:17]=[C:18]1[C:27]([C:28]#[N:29])=[C:26]([N:30]2[CH2:35][CH2:34][N:33]([C:36]([C:38]3[S:39][CH:40]=[CH:41][CH:42]=3)=[O:37])[CH2:32][CH2:31]2)[C:13]2[C:8](=[CH:9][CH:10]=[CH:11][CH:12]=2)[N:19]1[C:20]1[CH:21]=[CH:22][CH:23]=[CH:24][CH:25]=1. The yield is 0.310. (6) The reactants are [P:1]([O:44]C(C)(C)C)([O:39]C(C)(C)C)([O:3][CH2:4][C@@H:5]([NH:14][C:15](=[O:38])[C:16]1[CH:21]=[CH:20][C:19]([C:22]2[C:27]([NH2:28])=[N:26][CH:25]=[C:24]([C@@H:29]3[CH2:34][CH2:33][C@@H:32]([OH:35])[C@H:31]([F:36])[CH2:30]3)[N:23]=2)=[CH:18][C:17]=1[F:37])[C:6]1[CH:11]=[C:10]([I:12])[CH:9]=[C:8]([F:13])[CH:7]=1)=[O:2].Cl.O1CCOCC1. The catalyst is CO. The yield is 0.720. The product is [P:1]([OH:39])([OH:44])([O:3][CH2:4][C@@H:5]([NH:14][C:15](=[O:38])[C:16]1[CH:21]=[CH:20][C:19]([C:22]2[C:27]([NH2:28])=[N:26][CH:25]=[C:24]([C@@H:29]3[CH2:34][CH2:33][C@@H:32]([OH:35])[C@H:31]([F:36])[CH2:30]3)[N:23]=2)=[CH:18][C:17]=1[F:37])[C:6]1[CH:11]=[C:10]([I:12])[CH:9]=[C:8]([F:13])[CH:7]=1)=[O:2].